This data is from Reaction yield outcomes from USPTO patents with 853,638 reactions. The task is: Predict the reaction yield, written as a fraction of the theoretical maximum amount of product (1.0 means a 100% yield; for example, 0.34 means a 34% yield). (1) The reactants are Cl[C:2]1[N:7]=[C:6]([C:8]2[S:12][C:11]([CH:13]([CH3:15])[CH3:14])=[N:10][C:9]=2[C:16]2[CH:17]=[CH:18][C:19]([F:34])=[C:20]([NH:22][S:23]([C:26]3[C:31]([F:32])=[CH:30][CH:29]=[CH:28][C:27]=3[F:33])(=[O:25])=[O:24])[CH:21]=2)[CH:5]=[CH:4][N:3]=1.[NH2:35][CH2:36][CH2:37][CH2:38][N:39]1[CH2:43][CH2:42][CH2:41][C:40]1=[O:44]. No catalyst specified. The product is [F:33][C:27]1[CH:28]=[CH:29][CH:30]=[C:31]([F:32])[C:26]=1[S:23]([NH:22][C:20]1[CH:21]=[C:16]([C:9]2[N:10]=[C:11]([CH:13]([CH3:15])[CH3:14])[S:12][C:8]=2[C:6]2[CH:5]=[CH:4][N:3]=[C:2]([NH:35][CH2:36][CH2:37][CH2:38][N:39]3[CH2:43][CH2:42][CH2:41][C:40]3=[O:44])[N:7]=2)[CH:17]=[CH:18][C:19]=1[F:34])(=[O:25])=[O:24]. The yield is 0.370. (2) The reactants are Cl.[NH2:2][C:3]1[C:4]2[C:14]([O:15][CH2:16][C@H:17]3[CH2:22][CH2:21][CH2:20][CH2:19][NH2+:18]3)=[CH:13][CH:12]=[CH:11][C:5]=2[NH:6][S:7](=[O:10])(=[O:9])[N:8]=1.[N:23]1[CH:28]=[CH:27][C:26]([NH:29][C:30](=O)[O:31]C2C=CC([N+]([O-])=O)=CC=2)=[CH:25][CH:24]=1.C(=O)([O-])[O-].[K+].[K+]. The catalyst is CN(C=O)C. The product is [NH2:2][C:3]1[C:4]2[C:14]([O:15][CH2:16][C@H:17]3[CH2:22][CH2:21][CH2:20][CH2:19][N:18]3[C:30]([NH:29][C:26]3[CH:27]=[CH:28][N:23]=[CH:24][CH:25]=3)=[O:31])=[CH:13][CH:12]=[CH:11][C:5]=2[NH:6][S:7](=[O:9])(=[O:10])[N:8]=1. The yield is 0.280. (3) The yield is 0.880. The reactants are [CH3:1][O:2][C:3](=[O:25])[CH:4]([C:10]1[CH:15]=[CH:14][C:13]([N+:16]([O-])=O)=[C:12]([O:19][CH2:20][C:21]([F:24])([F:23])[F:22])[CH:11]=1)[CH2:5][CH:6]1[CH2:9][CH2:8][CH2:7]1. The catalyst is CCO.[Pd]. The product is [CH3:1][O:2][C:3](=[O:25])[CH:4]([C:10]1[CH:15]=[CH:14][C:13]([NH2:16])=[C:12]([O:19][CH2:20][C:21]([F:24])([F:23])[F:22])[CH:11]=1)[CH2:5][CH:6]1[CH2:7][CH2:8][CH2:9]1. (4) The product is [CH3:32][O:31][CH2:30][C:10]1[CH:11]=[C:12]([O:15][CH2:16][CH2:17][C:18]2[N:19]=[C:20]([C:24]3[CH:25]=[CH:26][CH:27]=[CH:28][CH:29]=3)[O:21][C:22]=2[CH3:23])[CH:13]=[CH:14][C:9]=1[O:8][C:5]([CH3:7])([CH3:6])[C:4]([OH:33])=[O:3]. The reactants are C([O:3][C:4](=[O:33])[C:5]([O:8][C:9]1[CH:14]=[CH:13][C:12]([O:15][CH2:16][CH2:17][C:18]2[N:19]=[C:20]([C:24]3[CH:29]=[CH:28][CH:27]=[CH:26][CH:25]=3)[O:21][C:22]=2[CH3:23])=[CH:11][C:10]=1[CH2:30][O:31][CH3:32])([CH3:7])[CH3:6])C.[OH-].[Na+]. The yield is 0.660. The catalyst is C(O)C.